From a dataset of Full USPTO retrosynthesis dataset with 1.9M reactions from patents (1976-2016). Predict the reactants needed to synthesize the given product. (1) Given the product [OH:17][CH2:16][CH2:15][N:14]([CH2:18][CH2:19][OH:20])[S:10]([C:5]1[CH:6]=[CH:7][CH:8]=[CH:9][C:4]=1[N+:1]([O-:3])=[O:2])(=[O:12])=[O:11], predict the reactants needed to synthesize it. The reactants are: [N+:1]([C:4]1[CH:9]=[CH:8][CH:7]=[CH:6][C:5]=1[S:10](Cl)(=[O:12])=[O:11])([O-:3])=[O:2].[NH:14]([CH2:18][CH2:19][OH:20])[CH2:15][CH2:16][OH:17].C(N(CC)CC)C. (2) Given the product [F:25][C:18]1[CH:17]=[C:16]([CH:21]=[CH:20][C:19]=1[C:49]1[CH:50]=[C:51]2[C:56](=[CH:57][CH:58]=1)[N:55]=[CH:54][CH:53]=[CH:52]2)[C:14]([N:11]1[CH2:10][CH2:9][CH:8]([N:6]2[CH2:5][C:4]([CH2:3][C:1]#[N:2])([N:26]3[CH:30]=[C:29]([C:31]4[C:32]5[CH:39]=[CH:38][NH:37][C:33]=5[N:34]=[CH:35][N:36]=4)[CH:28]=[N:27]3)[CH2:7]2)[CH2:13][CH2:12]1)=[O:15], predict the reactants needed to synthesize it. The reactants are: [C:1]([CH2:3][C:4]1([N:26]2[CH:30]=[C:29]([C:31]3[C:32]4[CH:39]=[CH:38][N:37](COCC[Si](C)(C)C)[C:33]=4[N:34]=[CH:35][N:36]=3)[CH:28]=[N:27]2)[CH2:7][N:6]([CH:8]2[CH2:13][CH2:12][N:11]([C:14]([C:16]3[CH:21]=[CH:20][C:19](B(O)O)=[C:18]([F:25])[CH:17]=3)=[O:15])[CH2:10][CH2:9]2)[CH2:5]1)#[N:2].Br[C:49]1[CH:50]=[C:51]2[C:56](=[CH:57][CH:58]=1)[N:55]=[CH:54][CH:53]=[CH:52]2.C(N(CC)CC)C. (3) Given the product [C:12]([N+:16]([O-:17])=[CH:9][CH2:8][CH:7]([C:1]1[CH:6]=[CH:5][CH:4]=[CH:3][CH:2]=1)[CH3:11])([CH3:15])([CH3:14])[CH3:13], predict the reactants needed to synthesize it. The reactants are: [C:1]1([CH:7]([CH3:11])[CH2:8][CH:9]=O)[CH:6]=[CH:5][CH:4]=[CH:3][CH:2]=1.[C:12]([NH:16][OH:17])([CH3:15])([CH3:14])[CH3:13]. (4) The reactants are: [CH3:1][O:2][C:3]1[C:8]([C:9]#[N:10])=[CH:7][N:6]=[C:5]([N:11]2[CH2:14][C:13]3([CH2:19][CH2:18][NH:17][CH2:16][CH2:15]3)[CH2:12]2)[CH:4]=1.[CH3:20][C:21]1[C:29]([C@@H:30]2[CH2:32][O:31]2)=[CH:28][CH:27]=[C:26]2[C:22]=1[CH2:23][O:24][C:25]2=[O:33].CCN(C(C)C)C(C)C. Given the product [OH:31][C@H:30]([C:29]1[C:21]([CH3:20])=[C:22]2[C:26](=[CH:27][CH:28]=1)[C:25](=[O:33])[O:24][CH2:23]2)[CH2:32][N:17]1[CH2:18][CH2:19][C:13]2([CH2:14][N:11]([C:5]3[CH:4]=[C:3]([O:2][CH3:1])[C:8]([C:9]#[N:10])=[CH:7][N:6]=3)[CH2:12]2)[CH2:15][CH2:16]1, predict the reactants needed to synthesize it.